This data is from Full USPTO retrosynthesis dataset with 1.9M reactions from patents (1976-2016). The task is: Predict the reactants needed to synthesize the given product. (1) Given the product [Cl:2][C:3]1[C:4]([CH2:15][CH3:16])=[C:5]([N:9]2[CH2:14][CH2:13][N:12]([CH2:32][CH2:31][CH2:30][CH2:29][O:28][C:24]3[N:25]=[C:26]4[C:21]([CH:20]=[CH:19][C:18](=[O:17])[NH:27]4)=[CH:22][CH:23]=3)[CH2:11][CH2:10]2)[CH:6]=[CH:7][CH:8]=1, predict the reactants needed to synthesize it. The reactants are: Cl.[Cl:2][C:3]1[C:4]([CH2:15][CH3:16])=[C:5]([N:9]2[CH2:14][CH2:13][NH:12][CH2:11][CH2:10]2)[CH:6]=[CH:7][CH:8]=1.[O:17]=[C:18]1[NH:27][C:26]2[N:25]=[C:24]([O:28][CH2:29][CH2:30][CH2:31][CH:32]=O)[CH:23]=[CH:22][C:21]=2[CH:20]=[CH:19]1. (2) The reactants are: Br[C:2]1[C:10]2[N:9]=[C:8]([CH3:11])[N:7]([CH2:12][C:13]3[CH:18]=[CH:17][CH:16]=[C:15]([C:19]([F:22])([F:21])[F:20])[C:14]=3[CH3:23])[C:6]=2[CH:5]=[C:4]([N:24]2[CH2:29][CH2:28][O:27][CH2:26][CH2:25]2)[CH:3]=1.[O:30]1[CH:34]=[CH:33][CH:32]=[C:31]1B(O)O.C(=O)([O-])[O-].[Na+].[Na+]. Given the product [O:30]1[CH:34]=[CH:33][CH:32]=[C:31]1[C:2]1[C:10]2[N:9]=[C:8]([CH3:11])[N:7]([CH2:12][C:13]3[CH:18]=[CH:17][CH:16]=[C:15]([C:19]([F:22])([F:20])[F:21])[C:14]=3[CH3:23])[C:6]=2[CH:5]=[C:4]([N:24]2[CH2:29][CH2:28][O:27][CH2:26][CH2:25]2)[CH:3]=1, predict the reactants needed to synthesize it.